From a dataset of Forward reaction prediction with 1.9M reactions from USPTO patents (1976-2016). Predict the product of the given reaction. Given the reactants [CH2:1]([CH2:3][NH2:4])[OH:2].[C:5]([Si:9]([CH3:12])([CH3:11])Cl)([CH3:8])([CH3:7])[CH3:6].CCN(CC)CC, predict the reaction product. The product is: [C:5]([Si:9]([CH3:12])([CH3:11])[O:2][CH2:1][CH2:3][NH2:4])([CH3:8])([CH3:7])[CH3:6].